Task: Binary Classification. Given a T-cell receptor sequence (or CDR3 region) and an epitope sequence, predict whether binding occurs between them.. Dataset: TCR-epitope binding with 47,182 pairs between 192 epitopes and 23,139 TCRs (1) The epitope is ILHCANFNV. The TCR CDR3 sequence is CASSPVTGGGSGANVLTF. Result: 0 (the TCR does not bind to the epitope). (2) The epitope is GLIYNRMGAVTTEV. The TCR CDR3 sequence is CASSLVGGNVNTGELFF. Result: 1 (the TCR binds to the epitope). (3) The epitope is TVYDPLQPELDSFK. The TCR CDR3 sequence is CATSDFSGQETQYF. Result: 0 (the TCR does not bind to the epitope). (4) The epitope is ELAGIGILTV. The TCR CDR3 sequence is CATSRKQGNTEAFF. Result: 1 (the TCR binds to the epitope).